Regression. Given a peptide amino acid sequence and an MHC pseudo amino acid sequence, predict their binding affinity value. This is MHC class II binding data. From a dataset of Peptide-MHC class II binding affinity with 134,281 pairs from IEDB. (1) The peptide sequence is NDKFTVFEGAFNKAI. The MHC is HLA-DQA10501-DQB10201 with pseudo-sequence HLA-DQA10501-DQB10201. The binding affinity (normalized) is 0.272. (2) The peptide sequence is LAFYEVKCRAKYAFD. The MHC is DRB1_0301 with pseudo-sequence DRB1_0301. The binding affinity (normalized) is 0.588. (3) The peptide sequence is APNGGFRRIPRGALH. The MHC is DRB1_1201 with pseudo-sequence DRB1_1201. The binding affinity (normalized) is 0.484. (4) The binding affinity (normalized) is 0.560. The MHC is DRB1_0101 with pseudo-sequence DRB1_0101. The peptide sequence is EKKYFAATQFEPVAA. (5) The peptide sequence is AVSGDDCVVRPIDDR. The MHC is DRB1_0901 with pseudo-sequence DRB1_0901. The binding affinity (normalized) is 0.202. (6) The peptide sequence is TINAVASRKASNTIL. The MHC is HLA-DQA10201-DQB10402 with pseudo-sequence HLA-DQA10201-DQB10402. The binding affinity (normalized) is 0.595.